This data is from Forward reaction prediction with 1.9M reactions from USPTO patents (1976-2016). The task is: Predict the product of the given reaction. (1) Given the reactants [NH:1]1[C:5]2[CH:6]=[CH:7][CH:8]=[CH:9][C:4]=2[N:3]=[C:2]1[S:10]([CH2:13][CH2:14][CH2:15][CH2:16][NH2:17])(=[O:12])=[O:11].[CH3:18][C:19]1[C:20]([CH:26]=O)=[N:21][CH:22]=[C:23]([CH3:25])[CH:24]=1.[BH4-].[Na+].C([O-])(O)=O.[Na+], predict the reaction product. The product is: [NH:1]1[C:5]2[CH:6]=[CH:7][CH:8]=[CH:9][C:4]=2[N:3]=[C:2]1[S:10]([CH2:13][CH2:14][CH2:15][CH2:16][NH:17][CH2:26][C:20]1[C:19]([CH3:18])=[CH:24][C:23]([CH3:25])=[CH:22][N:21]=1)(=[O:12])=[O:11]. (2) Given the reactants Cl[C:2]1[N:7]2[N:8]=[C:9]([C:22]3[CH:27]=[CH:26][C:25]([F:28])=[CH:24][CH:23]=3)[C:10]([C:11]3[CH:16]=[CH:15][N:14]=[C:13]([N:17]4[CH2:21][CH2:20][CH2:19][CH2:18]4)[N:12]=3)=[C:6]2[CH:5]=[CH:4][C:3]=1[C:29]([F:32])([F:31])[F:30].C1(P(C2C=CC=CC=2)C2C=CC3C(=CC=CC=3)C=2C2C3C(=CC=CC=3)C=CC=2P(C2C=CC=CC=2)C2C=CC=CC=2)C=CC=CC=1.C(=O)([O-])[O-].[Cs+].[Cs+].[CH:85]1([NH2:90])[CH2:89][CH2:88][CH2:87][CH2:86]1, predict the reaction product. The product is: [CH:85]1([NH:90][C:2]2[N:7]3[N:8]=[C:9]([C:22]4[CH:27]=[CH:26][C:25]([F:28])=[CH:24][CH:23]=4)[C:10]([C:11]4[CH:16]=[CH:15][N:14]=[C:13]([N:17]5[CH2:21][CH2:20][CH2:19][CH2:18]5)[N:12]=4)=[C:6]3[CH:5]=[CH:4][C:3]=2[C:29]([F:32])([F:31])[F:30])[CH2:89][CH2:88][CH2:87][CH2:86]1.